From a dataset of Full USPTO retrosynthesis dataset with 1.9M reactions from patents (1976-2016). Predict the reactants needed to synthesize the given product. (1) Given the product [CH3:17][O:16][C:8]1[CH:7]=[CH:6][C:5]2[N:4]=[C:3]([C:18]3[CH:23]=[CH:22][CH:21]=[CH:20][CH:19]=3)[C:2]([C:29]3[S:30][CH:31]=[CH:32][N:33]=3)=[N:11][C:10]=2[C:9]=1[C:12]([O:14][CH3:15])=[O:13], predict the reactants needed to synthesize it. The reactants are: Cl[C:2]1[C:3]([C:18]2[CH:23]=[CH:22][CH:21]=[CH:20][CH:19]=2)=[N:4][C:5]2[CH:6]=[CH:7][C:8]([O:16][CH3:17])=[C:9]([C:12]([O:14][CH3:15])=[O:13])[C:10]=2[N:11]=1.C([Sn](CCCC)(CCCC)[C:29]1[S:30][CH:31]=[CH:32][N:33]=1)CCC. (2) Given the product [Cl:1][C:2]1[C:10]2[N:9]=[C:8]([C:11]3[CH:12]=[CH:13][C:14]4[N:15]([CH2:24][CH3:25])[C:16]5[C:21]([C:22]=4[CH:23]=3)=[CH:20][CH:19]=[CH:18][CH:17]=5)[N:7]([CH2:26][CH:27]3[CH2:28][CH2:29]3)[C:6]=2[CH:5]=[CH:4][C:3]=1[C:30]([OH:32])=[O:31], predict the reactants needed to synthesize it. The reactants are: [Cl:1][C:2]1[C:10]2[N:9]=[C:8]([C:11]3[CH:12]=[CH:13][C:14]4[N:15]([CH2:24][CH3:25])[C:16]5[C:21]([C:22]=4[CH:23]=3)=[CH:20][CH:19]=[CH:18][CH:17]=5)[N:7]([CH2:26][CH:27]3[CH2:29][CH2:28]3)[C:6]=2[CH:5]=[CH:4][C:3]=1[C:30]([O:32]C)=[O:31].[OH-].[Na+].Cl.